This data is from Experimentally validated miRNA-target interactions with 360,000+ pairs, plus equal number of negative samples. The task is: Binary Classification. Given a miRNA mature sequence and a target amino acid sequence, predict their likelihood of interaction. (1) Result: 0 (no interaction). The protein sequence of the target gene is MAEGGRAEPEEQERGSSRPRPPSARDLQLALAELYEDEMKCKSSKPDRSTPATCRSPRTPPHRLYSGDHKYDGLHIVQPPTGKIVNELFKEAREHGAVPLNEATRSSREDKTKSFTGGGYRLGNSFYKRSEYIYGENQLQDVQVLLKLWRNGFSLDDGELRPYSDPTNAQFLESVKRGETPLELQRLVHGAQVNLDMEDHQDQEYIKPRLRFKAFSGEGQKLGSLTPEIVSTPSSPEEEDKSILNAAVLIDDSMPTTKIQIRLADGSRLVQRFNSTHRILDVRDFIVRSRPEFATTDFIL.... The miRNA is dre-miR-200b-3p with sequence UAAUACUGCCUGGUAAUGAUGA. (2) Result: 0 (no interaction). The protein sequence of the target gene is MEPLQQQQQQQQQQQKQPHLAPLQMDAREKQGQQMREAQFLYAQKLVTQPTLLSATAGRPSGSTPLGPLARVPPTAAVAQVFERGNMNSEPEEEDGGLEDEDGDDEVAEVAEKETQAASKYFHVQKVARQDPRVAPMSNLLPAPGLPPHGQQAKEDHTKDASKASPSVSTAGQPNWNLDEQLKQNGGLAWSDDADGGRGREISRDFAKLYELDGDPERKEFLDDLFVFMQKRGTPINRIPIMAKQILDLYMLYKLVTEKGGLVEIINKKIWREITKGLNLPTSITSAAFTLRTQYMKYLY.... The miRNA is hsa-miR-4769-3p with sequence UCUGCCAUCCUCCCUCCCCUAC. (3) Result: 0 (no interaction). The protein sequence of the target gene is MKGLGDSRPRHLSDSLDPPHEPLFAGPDRNPYLLSPTEAFAREARFPGQNTLPGDGLFPLNNQLPPPSSTFPRIHYNSHFEVPEESPFPSHAQATKINRLPANLLDQFEKQLPIHRDGFSTLQFPRGEAKARGESPGRIRHLVHSVQRLFFTKAPSMEGTAGKVGGNGSKKGGLEDGKGRRAKSKERAKAGEPKRRSRSNISGWWSSDDNLDGEGGAFRSGPASGLMTLGRQQERTQPRYFMHAYNTISGHMLKTTKNTTTELTAPPPPPAPPATCPSLGVGTDTNYVKRGSWSTLTLSH.... The miRNA is gga-miR-9-5p with sequence UCUUUGGUUAUCUAGCUGUAUGA. (4) The miRNA is mmu-miR-7085-3p with sequence UAGCUGGCCUCUCCCCACCUUC. The protein sequence of the target gene is MALDILAMAPLYQAPAINRIGPKTDPSKRPADPLKPLVLSRTKLTTIEAKRIMSILDEAIYKVELVTLLSYVASNREDMEGMLGEDVMRAVREHEDLCQVLLENVRCLKEKERQLQEQKEAEEEGWLRDRLLSIELQKSSLSPLMQQIKDSTKNVLRLLLSNPQAARLLQMQTQGRSAEAQNFIDSLIELRGFLFEKLLTSPMEARDKAQFLQDISRQNSNNQQIIDTLEKELAERMKNRNAEVEKENFVIQELKNHLHQVLKFSENSLVRTKQEAEKQQKADFRASQARVAKIQQEILQ.... Result: 0 (no interaction). (5) The miRNA is cel-miR-796 with sequence UGGAAUGUAGUUGAGGUUAGUAA. The protein sequence of the target gene is MAFGKSHRDPYATSVGHLIEKATFAGVQTEDWGQFMHICDIINTTQDGPKDAVKALKKRISKNYNHKEIQLTLSLIDMCVQNCGPSFQSLIVKKEFVKENLVKLLNPRYNLPLDIQNRILNFIKTWSQGFPGGVDVSEVKEVYLDLVKKGVQFPPSEAEAETARQETAQISSNPPTSVPTAPALSSVIAPKNSTVTLVPEQIGKLHSELDMVKMNVRVMSAILMENTPGSENHEDIELLQKLYKTGREMQERIMDLLVVVENEDVTVELIQVNEDLNNAILGYERFTRNQQRILEQNKNQ.... Result: 0 (no interaction). (6) The miRNA is hsa-miR-516a-3p with sequence UGCUUCCUUUCAGAGGGU. The protein sequence of the target gene is MSSEPPPPPQPPTHQASVGLLDTPRSRERSPSPLRGNVVPSPLPTRRTRTFSATVRASQGPVYKGVCKCFCRSKGHGFITPADGGPDIFLHISDVEGEYVPVEGDEVTYKMCSIPPKNEKLQAVEVVITHLAPGTKHETWSGHVISS. Result: 1 (interaction). (7) The miRNA is hsa-miR-496 with sequence UGAGUAUUACAUGGCCAAUCUC. Result: 0 (no interaction). The protein sequence of the target gene is MSQKQEEENPAEETGEEKQDTQEKEGILPEKAEEAKLKAKYPSLGQKPGGSDFLMKRLQKGQKYFDSGDYNMAKAKMKNKQLPSAGADKNLVTGDHIPTPQDLPQRKSSLVTSKLAGGQVE. (8) The miRNA is hsa-miR-33a-5p with sequence GUGCAUUGUAGUUGCAUUGCA. The protein sequence of the target gene is MVPEAWRSGLVSTGRVVGVLLLLGALNKASTVIHYEIPEEREKGFAVGNVVANLGLDLGSLSARRFRVVSGASRRFFEVNRETGEMFVNDRLDREELCGTLPSCTVTLELVVENPLELFSVEVVIQDINDNNPAFPTQEMKLEISEAVAPGTRFPLESAHDPDVGSNSLQTYELSRNEYFALRVQTREDSTKYAELVLERALDREREPSLQLVLTALDGGTPALSASLPIHIKVLDANDNAPVFNQSLYRARVLEDAPSGTRVVQVLATDLDEGPNGEIIYSFGSHNRAGVRQLFALDLV.... Result: 0 (no interaction). (9) The miRNA is mmu-miR-467a-5p with sequence UAAGUGCCUGCAUGUAUAUGCG. The protein sequence of the target gene is MGKSASKQFHNEVLKAHNEYRQKHGVPPLKLCKNLNREAQQYSEALASTRILKHSPESSRGQCGENLAWASYDQTGKEVADRWYSEIKNYNFQQPGFTSGTGHFTAMVWKNTKKMGVGKASASDGSSFVVARYFPAGNVVNEGFFEENVLPPKK. Result: 0 (no interaction). (10) The protein sequence of the target gene is MAGRGFSWGPGHLNEDNARFLLLAALIVLYLLGGAAVFSALELAHERQAKQRWEERLANFSRGHNLSRDELRGFLRHYEEATRAGIRVDNVRPRWDFTGAFYFVGTVVSTIGFGMTTPATVGGKIFLIFYGLVGCSSTILFFNLFLERLITIIAYIMKSCHQRQLRRRGALPQESLKDAGQCEVDSLAGWKPSVYYVMLILCTASILISCCASAMYTPIEGWSYFDSLYFCFVAFSTIGFGDLVSSQNAHYESQGLYRFANFVFILMGVCCIYSLFNVISILIKQSLNWILRKMDSGCCP.... Result: 0 (no interaction). The miRNA is hsa-miR-548aq-3p with sequence CAAAAACUGCAAUUACUUUUGC.